Dataset: Reaction yield outcomes from USPTO patents with 853,638 reactions. Task: Predict the reaction yield, written as a fraction of the theoretical maximum amount of product (1.0 means a 100% yield; for example, 0.34 means a 34% yield). The product is [NH2:18][C:14]1[CH:13]=[C:12]([C:10]2[CH:9]=[C:8]([C:21]([O:23][CH3:24])=[O:22])[C:7](=[O:25])[N:6]([O:5][C:1]([CH3:2])([CH3:3])[CH3:4])[CH:11]=2)[CH:17]=[CH:16][CH:15]=1. The yield is 0.950. The reactants are [C:1]([O:5][N:6]1[CH:11]=[C:10]([C:12]2[CH:17]=[CH:16][CH:15]=[C:14]([N+:18]([O-])=O)[CH:13]=2)[CH:9]=[C:8]([C:21]([O:23][CH3:24])=[O:22])[C:7]1=[O:25])([CH3:4])([CH3:3])[CH3:2]. The catalyst is CO.[Pd].CC([O-])=O.CC([O-])=O.[Pb+2].